Dataset: Full USPTO retrosynthesis dataset with 1.9M reactions from patents (1976-2016). Task: Predict the reactants needed to synthesize the given product. (1) Given the product [NH2:21][C:19]1[CH:18]=[CH:17][C:14]2[N:15]([CH3:16])[C:11]([CH2:10][CH2:9][C:6]3[CH:7]=[CH:8][C:3]([C:1]#[N:2])=[CH:4][CH:5]=3)=[N:12][C:13]=2[CH:20]=1, predict the reactants needed to synthesize it. The reactants are: [C:1]([C:3]1[CH:8]=[CH:7][C:6]([CH2:9][CH2:10][C:11]2[N:15]([CH3:16])[C:14]3[CH:17]=[CH:18][C:19]([N+:21]([O-])=O)=[CH:20][C:13]=3[N:12]=2)=[CH:5][CH:4]=1)#[N:2]. (2) Given the product [C:1]1([C:7]2[N:12]=[C:11]([C:13](=[O:14])[CH2:30][CH3:31])[CH:10]=[CH:9][C:8]=2[C:18]2[CH:19]=[CH:20][C:21]([C:24]([F:27])([F:26])[F:25])=[CH:22][CH:23]=2)[CH:2]=[CH:3][CH:4]=[CH:5][CH:6]=1, predict the reactants needed to synthesize it. The reactants are: [C:1]1([C:7]2[N:12]=[C:11]([C:13](OCC)=[O:14])[CH:10]=[CH:9][C:8]=2[C:18]2[CH:23]=[CH:22][C:21]([C:24]([F:27])([F:26])[F:25])=[CH:20][CH:19]=2)[CH:6]=[CH:5][CH:4]=[CH:3][CH:2]=1.CN[CH2:30][CH2:31]NC.C([Al](CC)CC)C. (3) The reactants are: CC(=C)C.[C:5]1(=[O:11])[O:10][C:8](=[O:9])[CH:7]=[CH:6]1.[NH3:12]. Given the product [C:5]1(=[O:11])[NH:12][C:8](=[O:9])[CH:7]=[CH:6]1.[C:8]1(=[O:9])[O:10][C:5](=[O:11])[CH:6]=[CH:7]1, predict the reactants needed to synthesize it. (4) Given the product [F:1][C:2]1[CH:9]=[C:8]([C:10]2[CH:15]=[CH:14][N:13]=[C:12]3[NH:16][C:17]([C:19]4[CH:20]=[N:21][N:22]([CH2:24][CH2:25][N:26]5[CH2:31][CH2:30][O:29][CH2:28][CH2:27]5)[CH:23]=4)=[N:18][C:11]=23)[CH:7]=[CH:6][C:3]=1[CH2:4][NH:5][C:41]([C:39]1[O:38][N:37]=[C:36]([C:32]([CH3:35])([CH3:34])[CH3:33])[N:40]=1)=[O:42], predict the reactants needed to synthesize it. The reactants are: [F:1][C:2]1[CH:9]=[C:8]([C:10]2[CH:15]=[CH:14][N:13]=[C:12]3[NH:16][C:17]([C:19]4[CH:20]=[N:21][N:22]([CH2:24][CH2:25][N:26]5[CH2:31][CH2:30][O:29][CH2:28][CH2:27]5)[CH:23]=4)=[N:18][C:11]=23)[CH:7]=[CH:6][C:3]=1[CH2:4][NH2:5].[C:32]([C:36]1[N:40]=[C:39]([C:41](O)=[O:42])[O:38][N:37]=1)([CH3:35])([CH3:34])[CH3:33].C(P1(=O)OP(=O)(CCC)OP(=O)(CCC)O1)CC.CCN(C(C)C)C(C)C.CC#N. (5) Given the product [OH:11][CH2:10][CH:9]([NH:8][C:6](=[O:7])[O:5][C:1]([CH3:4])([CH3:3])[CH3:2])[CH2:13][CH2:14][CH2:15][CH2:16][CH2:17][CH2:18][CH2:19][CH2:20][CH2:21][CH2:22][CH2:23][CH3:24], predict the reactants needed to synthesize it. The reactants are: [C:1]([O:5][C:6]([NH:8][CH:9]([CH2:13][CH2:14][CH2:15][CH2:16][CH2:17][CH2:18][CH2:19][CH2:20][CH2:21][CH2:22][CH2:23][CH3:24])[C:10](O)=[O:11])=[O:7])([CH3:4])([CH3:3])[CH3:2]. (6) Given the product [CH3:26][O:25][C:22]1[CH:23]=[CH:24][C:19]2[CH2:18][C@@H:14]([CH2:47][C:48]([O:50][CH3:51])=[O:49])[C:40](=[O:42])[N:28]([CH2:29][C:30]3[CH:31]=[CH:32][C:33]([C:36]([F:37])([F:38])[F:39])=[CH:34][CH:35]=3)[CH2:27][C:20]=2[CH:21]=1, predict the reactants needed to synthesize it. The reactants are: C([C@@H]1COC(=O)N1[C@:14]([CH2:47][C:48]([O:50][CH3:51])=[O:49])([CH2:18][C:19]1[CH:24]=[CH:23][C:22]([O:25][CH3:26])=[CH:21][C:20]=1[CH2:27][N:28]([C:40]([O:42]C(C)(C)C)=O)[CH2:29][C:30]1[CH:35]=[CH:34][C:33]([C:36]([F:39])([F:38])[F:37])=[CH:32][CH:31]=1)C(N)=O)C1C=CC=CC=1.OO.[Li+].[OH-].S([O-])([O-])=O.[Na+].[Na+].Cl.C(N(CC)CC)C.C([O-])(O)=O.[Na+].C1(P(N=[N+]=[N-])(C2C=CC=CC=2)=O)C=CC=CC=1. (7) Given the product [CH:17]1([N:16]2[C:15]3[C:14]4[CH:13]=[CH:12][CH:11]=[C:10]([O:22][CH3:23])[C:9]=4[N:8]=[CH:7][C:6]=3[C:4](=[O:5])[N:24]([C:27]3[CH:32]=[C:31]([CH3:33])[CH:30]=[C:29]([CH3:34])[CH:28]=3)[C:25]2=[O:26])[CH2:18][CH2:19][CH2:20][CH2:21]1, predict the reactants needed to synthesize it. The reactants are: C(O[C:4]([C:6]1[CH:7]=[N:8][C:9]2[C:14]([C:15]=1[NH:16][CH:17]1[CH2:21][CH2:20][CH2:19][CH2:18]1)=[CH:13][CH:12]=[CH:11][C:10]=2[O:22][CH3:23])=[O:5])C.[N:24]([C:27]1[CH:32]=[C:31]([CH3:33])[CH:30]=[C:29]([CH3:34])[CH:28]=1)=[C:25]=[O:26]. (8) Given the product [CH3:44][O:43][N:42]([CH3:41])[C:36]([C:23]1[C:22](=[O:39])[C:21]2[C:26](=[CH:27][C:18]([O:17][CH3:16])=[N:19][CH:20]=2)[N:25]([C:28]([CH2:31][C:32]([CH3:33])([CH3:34])[CH3:35])([CH3:30])[CH3:29])[CH:24]=1)=[O:38], predict the reactants needed to synthesize it. The reactants are: C(N(CC)CC)C.ClC(OCC(C)C)=O.[CH3:16][O:17][C:18]1[CH:27]=[C:26]2[C:21]([C:22](=[O:39])[C:23]([C:36]([OH:38])=O)=[CH:24][N:25]2[C:28]([CH2:31][C:32]([CH3:35])([CH3:34])[CH3:33])([CH3:30])[CH3:29])=[CH:20][N:19]=1.Cl.[CH3:41][NH:42][O:43][CH3:44]. (9) Given the product [Cl:8][C:6]1[CH:5]=[CH:4][C:3]([S:9][CH2:10][C:11]([OH:13])=[O:12])=[C:2]([C:21]2[CH:20]=[CH:19][CH:18]=[C:17]([C:15]#[N:16])[CH:22]=2)[CH:7]=1, predict the reactants needed to synthesize it. The reactants are: Br[C:2]1[CH:7]=[C:6]([Cl:8])[CH:5]=[CH:4][C:3]=1[S:9][CH2:10][C:11]([O:13]C)=[O:12].[C:15]([C:17]1[CH:18]=[C:19](B(O)O)[CH:20]=[CH:21][CH:22]=1)#[N:16]. (10) The reactants are: [Br:1][C:2]1[N:3]=[C:4]([C:7](=[N:15][NH2:16])[NH:8][C@@H:9]([CH3:14])[C:10]([F:13])([F:12])[F:11])[S:5][CH:6]=1.[CH2:17](OC(OCC)OCC)C. Given the product [Br:1][C:2]1[N:3]=[C:4]([C:7]2[N:8]([C@@H:9]([CH3:14])[C:10]([F:13])([F:11])[F:12])[CH:17]=[N:16][N:15]=2)[S:5][CH:6]=1, predict the reactants needed to synthesize it.